From a dataset of Forward reaction prediction with 1.9M reactions from USPTO patents (1976-2016). Predict the product of the given reaction. Given the reactants O.[OH-].[Li+].[CH:4]1([O:8][C@H:9]([CH3:41])[C@@H:10]([C:37]([O:39]C)=[O:38])[NH:11][C:12]([C:14]2[C:23]([NH:24][C:25]([NH:27][C:28]3[C:33]([CH3:34])=[CH:32][C:31]([CH3:35])=[CH:30][C:29]=3[CH3:36])=[O:26])=[CH:22][C:21]3[C:16](=[CH:17][CH:18]=[CH:19][CH:20]=3)[CH:15]=2)=[O:13])[CH2:7][CH2:6][CH2:5]1.O.Cl, predict the reaction product. The product is: [CH:4]1([O:8][C@H:9]([CH3:41])[C@@H:10]([C:37]([OH:39])=[O:38])[NH:11][C:12]([C:14]2[C:23]([NH:24][C:25]([NH:27][C:28]3[C:29]([CH3:36])=[CH:30][C:31]([CH3:35])=[CH:32][C:33]=3[CH3:34])=[O:26])=[CH:22][C:21]3[C:16](=[CH:17][CH:18]=[CH:19][CH:20]=3)[CH:15]=2)=[O:13])[CH2:5][CH2:6][CH2:7]1.